Dataset: Reaction yield outcomes from USPTO patents with 853,638 reactions. Task: Predict the reaction yield, written as a fraction of the theoretical maximum amount of product (1.0 means a 100% yield; for example, 0.34 means a 34% yield). (1) The reactants are [F:1][CH:2]([F:5])[CH2:3]I.[Br:6][C:7]1[CH:8]=[C:9]2[C:13](=[N:14][CH:15]=1)[NH:12][CH:11]=[CH:10]2.C(=O)([O-])[O-].[Cs+].[Cs+]. The catalyst is CN(C=O)C. The product is [Br:6][C:7]1[CH:8]=[C:9]2[CH:10]=[CH:11][N:12]([CH2:3][CH:2]([F:5])[F:1])[C:13]2=[N:14][CH:15]=1. The yield is 0.650. (2) The reactants are [Cl:1][C:2]1[N:3]=[C:4]2[CH:9]=[CH:8][CH:7]=[N:6][N:5]2[C:10]=1[C:11]1[CH:16]=[C:15](Cl)[N:14]=[C:13]([CH3:18])[N:12]=1.[NH3:19]. No catalyst specified. The yield is 0.371. The product is [Cl:1][C:2]1[N:3]=[C:4]2[CH:9]=[CH:8][CH:7]=[N:6][N:5]2[C:10]=1[C:11]1[N:12]=[C:13]([CH3:18])[N:14]=[C:15]([NH2:19])[CH:16]=1. (3) The reactants are [C:1]([O:4][CH2:5][C@@H:6]1[C@@H:11]([O:12][C:13](=[O:15])[CH3:14])[C@H:10]([OH:16])[C@H:9]([OH:17])[C@@H:8]([C:18]2[CH:27]=[CH:26][C:25]3[C:20](=[CH:21][CH:22]=[C:23]([OH:28])[CH:24]=3)[CH:19]=2)[O:7]1)(=[O:3])[CH3:2].CCN(CC)CC.[F:36][C:37]([F:56])([F:55])[S:38](N(C1C=CC=CC=1)[S:38]([C:37]([F:56])([F:55])[F:36])(=[O:40])=[O:39])(=[O:40])=[O:39]. The catalyst is C(Cl)Cl. The product is [C:1]([O:4][CH2:5][C@@H:6]1[C@@H:11]([O:12][C:13](=[O:15])[CH3:14])[C@H:10]([OH:16])[C@H:9]([OH:17])[C@@H:8]([C:18]2[CH:27]=[CH:26][C:25]3[C:20](=[CH:21][CH:22]=[C:23]([O:28][S:38]([C:37]([F:56])([F:55])[F:36])(=[O:40])=[O:39])[CH:24]=3)[CH:19]=2)[O:7]1)(=[O:3])[CH3:2]. The yield is 0.680. (4) The reactants are [CH:1]1([C:7](=O)[CH2:8][CH3:9])[CH2:6][CH2:5][CH2:4][CH2:3][CH2:2]1.[BH3-]C#[N:13].[Na+]. The catalyst is CO. The product is [CH:1]1([CH:7]([NH2:13])[CH2:8][CH3:9])[CH2:6][CH2:5][CH2:4][CH2:3][CH2:2]1. The yield is 0.270. (5) The reactants are [CH3:1][O-:2].[Na+].[Na].F[C:6]1[CH:11]=[CH:10][C:9]([N+:12]([O-:14])=[O:13])=[C:8]([CH2:15][C:16]([O:20]C)(OC)[CH3:17])[C:7]=1[F:22]. The catalyst is CO. The product is [C:16]([CH2:15][C:8]1[C:7]([F:22])=[C:6]([O:2][CH3:1])[CH:11]=[CH:10][C:9]=1[N+:12]([O-:14])=[O:13])(=[O:20])[CH3:17]. The yield is 0.900.